This data is from Forward reaction prediction with 1.9M reactions from USPTO patents (1976-2016). The task is: Predict the product of the given reaction. Given the reactants C[N:2](C)/[CH:3]=[CH:4]/[C:5]([C:7]1[C:12](=[O:13])[CH:11]=[CH:10][N:9]([C:14]2[CH:19]=[CH:18][CH:17]=[C:16]([O:20][C:21]([F:24])([F:23])[F:22])[CH:15]=2)[N:8]=1)=O.[NH:26]([C:28]1[CH:29]=[C:30]([NH:34][C:35](=[O:37])[CH3:36])[CH:31]=[CH:32][CH:33]=1)N, predict the reaction product. The product is: [O:13]=[C:12]1[CH:11]=[CH:10][N:9]([C:14]2[CH:19]=[CH:18][CH:17]=[C:16]([O:20][C:21]([F:24])([F:23])[F:22])[CH:15]=2)[N:8]=[C:7]1[C:5]1[N:26]([C:28]2[CH:29]=[C:30]([NH:34][C:35](=[O:37])[CH3:36])[CH:31]=[CH:32][CH:33]=2)[N:2]=[CH:3][CH:4]=1.